From a dataset of Catalyst prediction with 721,799 reactions and 888 catalyst types from USPTO. Predict which catalyst facilitates the given reaction. (1) Reactant: [NH2:1][C:2]1[CH:7]=[CH:6][C:5]([N:8]2[CH:17]=[CH:16][C:15]3[N:14]=[C:13]([O:18][CH2:19][C:20]([NH2:22])=[O:21])[CH:12]=[CH:11][C:10]=3[C:9]2=[O:23])=[CH:4][C:3]=1[F:24].Cl.Cl[CH2:27][CH2:28][NH:29][CH2:30][CH2:31]Cl.C(=O)([O-])[O-].[K+].[K+]. Product: [F:24][C:3]1[CH:4]=[C:5]([N:8]2[CH:17]=[CH:16][C:15]3[N:14]=[C:13]([O:18][CH2:19][C:20]([NH2:22])=[O:21])[CH:12]=[CH:11][C:10]=3[C:9]2=[O:23])[CH:6]=[CH:7][C:2]=1[N:1]1[CH2:31][CH2:30][NH:29][CH2:28][CH2:27]1. The catalyst class is: 51. (2) Reactant: [Br:1][C:2]1[CH:3]=[C:4]2[C:8](=[CH:9][CH:10]=1)[NH:7][CH:6]=[CH:5]2.[CH:11]([Si:14](Cl)([CH:18]([CH3:20])[CH3:19])[CH:15]([CH3:17])[CH3:16])([CH3:13])[CH3:12]. Product: [Br:1][C:2]1[CH:3]=[C:4]2[C:8](=[CH:9][CH:10]=1)[N:7]([Si:14]([CH:18]([CH3:20])[CH3:19])([CH:15]([CH3:17])[CH3:16])[CH:11]([CH3:13])[CH3:12])[CH:6]=[CH:5]2. The catalyst class is: 7. (3) Reactant: [C:1]([O:5][C:6](=[O:19])[NH:7][CH2:8][C@@H:9]1[CH2:11][C@H:10]1[C:12]1[CH:17]=[CH:16][CH:15]=[CH:14][C:13]=1[NH2:18])([CH3:4])([CH3:3])[CH3:2].[C:20](Cl)(=[O:27])[C:21]1[CH:26]=[CH:25][CH:24]=[CH:23][CH:22]=1. Product: [C:1]([O:5][C:6](=[O:19])[NH:7][CH2:8][C@@H:9]1[CH2:11][C@H:10]1[C:12]1[CH:17]=[CH:16][CH:15]=[CH:14][C:13]=1[NH:18][C:20](=[O:27])[C:21]1[CH:26]=[CH:25][CH:24]=[CH:23][CH:22]=1)([CH3:4])([CH3:2])[CH3:3]. The catalyst class is: 154.